From a dataset of NCI-60 drug combinations with 297,098 pairs across 59 cell lines. Regression. Given two drug SMILES strings and cell line genomic features, predict the synergy score measuring deviation from expected non-interaction effect. (1) Drug 1: CC1=C2C(C(=O)C3(C(CC4C(C3C(C(C2(C)C)(CC1OC(=O)C(C(C5=CC=CC=C5)NC(=O)OC(C)(C)C)O)O)OC(=O)C6=CC=CC=C6)(CO4)OC(=O)C)OC)C)OC. Drug 2: CN(CC1=CN=C2C(=N1)C(=NC(=N2)N)N)C3=CC=C(C=C3)C(=O)NC(CCC(=O)O)C(=O)O. Cell line: ACHN. Synergy scores: CSS=48.0, Synergy_ZIP=-6.34, Synergy_Bliss=-7.78, Synergy_Loewe=-3.40, Synergy_HSA=-1.27. (2) Drug 1: CC(C1=C(C=CC(=C1Cl)F)Cl)OC2=C(N=CC(=C2)C3=CN(N=C3)C4CCNCC4)N. Drug 2: CNC(=O)C1=CC=CC=C1SC2=CC3=C(C=C2)C(=NN3)C=CC4=CC=CC=N4. Cell line: MOLT-4. Synergy scores: CSS=51.9, Synergy_ZIP=6.59, Synergy_Bliss=9.88, Synergy_Loewe=-5.27, Synergy_HSA=9.19. (3) Drug 1: CCCCC(=O)OCC(=O)C1(CC(C2=C(C1)C(=C3C(=C2O)C(=O)C4=C(C3=O)C=CC=C4OC)O)OC5CC(C(C(O5)C)O)NC(=O)C(F)(F)F)O. Drug 2: CN(CCCl)CCCl.Cl. Cell line: EKVX. Synergy scores: CSS=46.8, Synergy_ZIP=-3.73, Synergy_Bliss=-6.16, Synergy_Loewe=-7.47, Synergy_HSA=-3.25.